From a dataset of Peptide-MHC class II binding affinity with 134,281 pairs from IEDB. Regression. Given a peptide amino acid sequence and an MHC pseudo amino acid sequence, predict their binding affinity value. This is MHC class II binding data. (1) The peptide sequence is EKKTFAATQFEPLAA. The MHC is HLA-DPA10301-DPB10402 with pseudo-sequence HLA-DPA10301-DPB10402. The binding affinity (normalized) is 0.887. (2) The peptide sequence is YDKFLANVSTVLTGK. The MHC is DRB1_0405 with pseudo-sequence DRB1_0405. The binding affinity (normalized) is 0.587. (3) The peptide sequence is ANGKLHDKKSMGDDH. The MHC is HLA-DPA10103-DPB10201 with pseudo-sequence HLA-DPA10103-DPB10201. The binding affinity (normalized) is 0.191. (4) The peptide sequence is RISLSNVMVDGVQLP. The MHC is DRB1_0101 with pseudo-sequence DRB1_0101. The binding affinity (normalized) is 0.496. (5) The peptide sequence is KMYFNLIDTKCYK. The MHC is DRB4_0101 with pseudo-sequence DRB4_0103. The binding affinity (normalized) is 0. (6) The peptide sequence is CDDALIEGITLLNAK. The MHC is HLA-DPA10103-DPB10401 with pseudo-sequence HLA-DPA10103-DPB10401. The binding affinity (normalized) is 0.602.